Dataset: Forward reaction prediction with 1.9M reactions from USPTO patents (1976-2016). Task: Predict the product of the given reaction. (1) The product is: [Br:16][C:12]1[CH:13]=[C:14]2[C:9]([C:8](=[O:15])[CH2:7][CH2:6][O:5]2)=[CH:10][CH:11]=1. Given the reactants [Al+3].[Cl-].[Cl-].[Cl-].[O:5]1[C:14]2[C:9](=[CH:10][CH:11]=[CH:12][CH:13]=2)[C:8](=[O:15])[CH2:7][CH2:6]1.[Br:16]Br, predict the reaction product. (2) Given the reactants [F:1][C:2]1[CH:7]=[C:6]([F:8])[CH:5]=[CH:4][C:3]=1[N:9]1[C:13]([NH2:14])=[CH:12][C:11]([CH3:15])=[N:10]1.CCOCC.[CH3:21][O:22][C:23](=[O:31])[C:24]1[CH:29]=[CH:28][CH:27]=[CH:26][C:25]=1Br.C(=O)([O-])[O-].[Cs+].[Cs+], predict the reaction product. The product is: [CH3:21][O:22][C:23](=[O:31])[C:24]1[CH:29]=[CH:28][CH:27]=[CH:26][C:25]=1[NH:14][C:13]1[N:9]([C:3]2[CH:4]=[CH:5][C:6]([F:8])=[CH:7][C:2]=2[F:1])[N:10]=[C:11]([CH3:15])[CH:12]=1.